Dataset: M1 muscarinic receptor antagonist screen with 61,756 compounds. Task: Binary Classification. Given a drug SMILES string, predict its activity (active/inactive) in a high-throughput screening assay against a specified biological target. (1) The drug is O(CC(=O)NC(C)(C)C)c1c(OC)cc(CNc2cc3[nH]c(=O)[nH]c3cc2)cc1. The result is 0 (inactive). (2) The compound is o1c(nnc1c1ccccc1)c1cc(NC(=O)C)ccc1. The result is 0 (inactive).